Dataset: Forward reaction prediction with 1.9M reactions from USPTO patents (1976-2016). Task: Predict the product of the given reaction. (1) The product is: [F:20][C:21]([F:32])([F:31])[C:22]([N:11]1[CH2:12][CH2:13][C@@H:9]([NH:8][C:6](=[O:7])[O:5][C:1]([CH3:4])([CH3:2])[CH3:3])[CH2:10]1)=[O:23]. Given the reactants [C:1]([O:5][C:6]([NH:8][C@@H:9]1[CH2:13][CH2:12][NH:11][CH2:10]1)=[O:7])([CH3:4])([CH3:3])[CH3:2].N1C=CC=CC=1.[F:20][C:21]([F:32])([F:31])[C:22](O[C:22](=[O:23])[C:21]([F:32])([F:31])[F:20])=[O:23], predict the reaction product. (2) Given the reactants C(N(CC)CC)C.[Br:8][C:9]1[CH:10]=[C:11]2[C:15](=[CH:16][CH:17]=1)[NH:14][CH2:13][CH2:12]2.[Cl:18][C:19]1[CH:20]=[C:21]([CH:25]=[CH:26][C:27](Cl)=[O:28])[CH:22]=[CH:23][CH:24]=1.O, predict the reaction product. The product is: [Br:8][C:9]1[CH:10]=[C:11]2[C:15](=[CH:16][CH:17]=1)[N:14]([C:27](=[O:28])/[CH:26]=[CH:25]/[C:21]1[CH:22]=[CH:23][CH:24]=[C:19]([Cl:18])[CH:20]=1)[CH2:13][CH2:12]2.